This data is from Forward reaction prediction with 1.9M reactions from USPTO patents (1976-2016). The task is: Predict the product of the given reaction. (1) Given the reactants [F:1][C:2]1([F:19])[CH2:7][CH2:6][CH2:5][CH2:4][CH:3]1[NH:8][C:9](=[O:18])[O:10]CC1C=CC=CC=1, predict the reaction product. The product is: [CH:9]([O-:18])=[O:10].[F:1][C:2]1([F:19])[CH2:7][CH2:6][CH2:5][CH2:4][CH:3]1[NH3+:8]. (2) Given the reactants O[CH:2]1[CH:6](O)[CH2:5]O[CH:3]1[C:8]1O[C:11]([CH3:13])=[C:10]([C:14](=O)[CH3:15])[CH:9]=1, predict the reaction product. The product is: [CH2:14]([CH:10]([CH2:9][CH2:8][CH2:3][CH2:2][CH2:6][CH3:5])[CH2:11][CH3:13])[CH3:15]. (3) Given the reactants C(P1(=O)OP(CCC)(=O)OP(CCC)(=O)O1)CC.[Cl:19][C:20]1[CH:25]=[CH:24][C:23](/[CH:26]=[CH:27]/[C:28]([N:30]2[CH2:35][CH2:34][N:33]([CH2:36][C:37]([OH:39])=[O:38])[CH2:32][C@H:31]2[CH3:40])=[O:29])=[C:22]([CH2:41][N:42]2[N:46]=[N:45][C:44]([CH3:47])=[N:43]2)[CH:21]=1.O[NH:49][C:50](=[NH:52])[CH3:51].C(N(CC)CC)C, predict the reaction product. The product is: [Cl:19][C:20]1[CH:25]=[CH:24][C:23](/[CH:26]=[CH:27]/[C:28]([N:30]2[CH2:35][CH2:34][N:33]([CH2:36][C:37]([O:39]/[N:49]=[C:50](\[NH2:52])/[CH3:51])=[O:38])[CH2:32][C@H:31]2[CH3:40])=[O:29])=[C:22]([CH2:41][N:42]2[N:46]=[N:45][C:44]([CH3:47])=[N:43]2)[CH:21]=1. (4) Given the reactants [C:1]([C:5]1[N:10]=[CH:9][C:8]([C:11]2[N:12]([C:32](Cl)=[O:33])[C@@:13]([C:25]3[CH:30]=[CH:29][C:28]([Cl:31])=[CH:27][CH:26]=3)([CH3:24])[C@@:14]([C:17]3[CH:22]=[CH:21][C:20]([Cl:23])=[CH:19][CH:18]=3)([CH3:16])[N:15]=2)=[C:7]([O:35][CH2:36][CH3:37])[CH:6]=1)([CH3:4])([CH3:3])[CH3:2].[CH2:38]([N:40]1[CH2:45][CH2:44][N:43]([CH:46]2[CH2:51][CH2:50][NH:49][CH2:48][CH2:47]2)[CH2:42][CH2:41]1)[CH3:39], predict the reaction product. The product is: [C:1]([C:5]1[N:10]=[CH:9][C:8]([C:11]2[N:12]([C:32]([N:49]3[CH2:50][CH2:51][CH:46]([N:43]4[CH2:44][CH2:45][N:40]([CH2:38][CH3:39])[CH2:41][CH2:42]4)[CH2:47][CH2:48]3)=[O:33])[C@@:13]([C:25]3[CH:26]=[CH:27][C:28]([Cl:31])=[CH:29][CH:30]=3)([CH3:24])[C@@:14]([C:17]3[CH:18]=[CH:19][C:20]([Cl:23])=[CH:21][CH:22]=3)([CH3:16])[N:15]=2)=[C:7]([O:35][CH2:36][CH3:37])[CH:6]=1)([CH3:2])([CH3:3])[CH3:4]. (5) Given the reactants F[C:2]1[CH:7]=[C:6]([O:8][CH3:9])[CH:5]=[CH:4][C:3]=1[O:10][CH3:11].C([Li])CCC.[C:17]1([CH3:27])[CH:22]=[C:21]([CH3:23])[CH:20]=[C:19]([CH3:24])[C:18]=1[Mg]Br.[I:28]I, predict the reaction product. The product is: [I:28][C:7]1[C:6]([O:8][CH3:9])=[CH:5][CH:4]=[C:3]([O:10][CH3:11])[C:2]=1[C:18]1[C:19]([CH3:24])=[CH:20][C:21]([CH3:23])=[CH:22][C:17]=1[CH3:27].